From a dataset of Catalyst prediction with 721,799 reactions and 888 catalyst types from USPTO. Predict which catalyst facilitates the given reaction. (1) Reactant: [NH:1]1[CH2:6][CH2:5][CH2:4][CH2:3][CH2:2]1.[N+:7]([C:10]1[CH:18]=[CH:17][C:13]([C:14](Cl)=[O:15])=[CH:12][CH:11]=1)([O-:9])=[O:8]. Product: [N+:7]([C:10]1[CH:11]=[CH:12][C:13]([C:14]([N:1]2[CH2:6][CH2:5][CH2:4][CH2:3][CH2:2]2)=[O:15])=[CH:17][CH:18]=1)([O-:9])=[O:8]. The catalyst class is: 4. (2) Reactant: C(O)(C(F)(F)F)=O.[Cl:8][C:9]1[CH:18]=[CH:17][CH:16]=[C:15]2[C:10]=1[C:11](=[O:52])[N:12]([C:46]1[CH:51]=[CH:50][CH:49]=[CH:48][CH:47]=1)[C:13]([C@H:19]1[N:23]([C:24]3[C:29]([C:30]#[N:31])=[C:28]([NH2:32])[N:27]=[C:26]([NH2:33])[N:25]=3)[CH2:22][C@H:21]([NH:34][C:35](=[O:45])[CH2:36][NH:37]C(=O)OC(C)(C)C)[CH2:20]1)=[N:14]2. Product: [NH2:37][CH2:36][C:35]([NH:34][C@@H:21]1[CH2:20][C@@H:19]([C:13]2[N:12]([C:46]3[CH:47]=[CH:48][CH:49]=[CH:50][CH:51]=3)[C:11](=[O:52])[C:10]3[C:15](=[CH:16][CH:17]=[CH:18][C:9]=3[Cl:8])[N:14]=2)[N:23]([C:24]2[C:29]([C:30]#[N:31])=[C:28]([NH2:32])[N:27]=[C:26]([NH2:33])[N:25]=2)[CH2:22]1)=[O:45]. The catalyst class is: 2.